This data is from Full USPTO retrosynthesis dataset with 1.9M reactions from patents (1976-2016). The task is: Predict the reactants needed to synthesize the given product. (1) Given the product [F:1][C:2]1[CH:22]=[C:21]([F:23])[CH:20]=[CH:19][C:3]=1[CH:4]([OH:5])[CH:6]1[CH2:11][CH2:10][N:9]([C:12]([O:14][C:15]([CH3:17])([CH3:16])[CH3:18])=[O:13])[CH2:8][CH2:7]1, predict the reactants needed to synthesize it. The reactants are: [F:1][C:2]1[CH:22]=[C:21]([F:23])[CH:20]=[CH:19][C:3]=1[C:4]([CH:6]1[CH2:11][CH2:10][N:9]([C:12]([O:14][C:15]([CH3:18])([CH3:17])[CH3:16])=[O:13])[CH2:8][CH2:7]1)=[O:5].[BH4-].[Na+]. (2) Given the product [Br:1][C:2]1[CH:7]=[CH:6][C:5]([C:8]2[C:12]3[CH:13]=[CH:14][C:15]([O:17][CH2:18][C:19](=[O:20])[CH3:25])=[CH:16][C:11]=3[S:10][N:9]=2)=[CH:4][CH:3]=1, predict the reactants needed to synthesize it. The reactants are: [Br:1][C:2]1[CH:7]=[CH:6][C:5]([C:8]2[C:12]3[CH:13]=[CH:14][C:15]([O:17][CH2:18][C:19](N(OC)C)=[O:20])=[CH:16][C:11]=3[S:10][N:9]=2)=[CH:4][CH:3]=1.[CH3:25][Mg]Br.[NH4+].[Cl-]. (3) Given the product [Cl:16][C:5]1[C:6]([C:8]2[C:13]([CH3:14])=[CH:12][C:11]([CH3:15])=[CH:10][N:9]=2)=[CH:7][C:2]([N:20]2[CH2:19][CH2:18][N:17]([C:23]([O:25][C:26]([CH3:29])([CH3:28])[CH3:27])=[O:24])[CH2:22][CH2:21]2)=[N:3][CH:4]=1, predict the reactants needed to synthesize it. The reactants are: Cl[C:2]1[CH:7]=[C:6]([C:8]2[C:13]([CH3:14])=[CH:12][C:11]([CH3:15])=[CH:10][N:9]=2)[C:5]([Cl:16])=[CH:4][N:3]=1.[N:17]1([C:23]([O:25][C:26]([CH3:29])([CH3:28])[CH3:27])=[O:24])[CH2:22][CH2:21][NH:20][CH2:19][CH2:18]1.[F-].[Cs+].